From a dataset of Full USPTO retrosynthesis dataset with 1.9M reactions from patents (1976-2016). Predict the reactants needed to synthesize the given product. (1) Given the product [N:32]1([O:33][C:2]2[N:7]=[C:6]([NH:8][C:9]3[CH:14]=[CH:13][C:12]([N:15]4[CH:19]=[CH:18][N:17]=[CH:16]4)=[C:11]([F:20])[CH:10]=3)[C:5]([C:21]([NH2:38])=[O:23])=[CH:4][N:3]=2)[C:27]2[CH:26]=[CH:25][CH:24]=[CH:29][C:28]=2[N:30]=[N:31]1, predict the reactants needed to synthesize it. The reactants are: Cl[C:2]1[N:7]=[C:6]([NH:8][C:9]2[CH:14]=[CH:13][C:12]([N:15]3[CH:19]=[CH:18][N:17]=[CH:16]3)=[C:11]([F:20])[CH:10]=2)[C:5]([C:21]([OH:23])=O)=[CH:4][N:3]=1.[CH:24]1[CH:25]=[CH:26][C:27]2[N:32]([OH:33])[N:31]=[N:30][C:28]=2[CH:29]=1.C(Cl)CCl.[NH3:38]. (2) Given the product [NH2:1][C:4]1[CH:18]=[CH:17][C:7]([O:8][C@H:9]2[CH2:13][CH2:12][N:11]([C:14](=[O:16])[CH3:15])[CH2:10]2)=[CH:6][CH:5]=1, predict the reactants needed to synthesize it. The reactants are: [N+:1]([C:4]1[CH:18]=[CH:17][C:7]([O:8][C@H:9]2[CH2:13][CH2:12][N:11]([C:14](=[O:16])[CH3:15])[CH2:10]2)=[CH:6][CH:5]=1)([O-])=O.[H][H]. (3) Given the product [C:38]([OH:37])(=[O:40])/[CH:39]=[CH:15]/[C:17]([OH:18])=[O:43].[F:1][C:2]1[CH:7]=[CH:6][CH:5]=[C:4]([F:8])[C:3]=1[S:9]([N:12]1[CH:16]=[C:15]([CH2:17][NH:27][CH3:26])[N:14]=[C:13]1[C:19]1[CH:24]=[CH:23][CH:22]=[CH:21][CH:20]=1)(=[O:11])=[O:10], predict the reactants needed to synthesize it. The reactants are: [F:1][C:2]1[CH:7]=[CH:6][CH:5]=[C:4]([F:8])[C:3]=1[S:9]([N:12]1[CH:16]=[C:15]([CH:17]=[O:18])[N:14]=[C:13]1[C:19]1[CH:24]=[CH:23][CH:22]=[CH:21][CH:20]=1)(=[O:11])=[O:10].[Cl-].[CH3:26][NH3+:27].[C:38]([O:37][BH-]([O:37][C:38](=[O:40])[CH3:39])[O:37][C:38](=[O:40])[CH3:39])(=[O:40])[CH3:39].[Na+].C[OH:43]. (4) Given the product [F:18][C:15]([F:16])([F:17])[CH2:14][N:11]1[CH2:12][CH2:13][CH:8]([NH2:7])[CH2:9][CH2:10]1, predict the reactants needed to synthesize it. The reactants are: C(OC(=O)[NH:7][CH:8]1[CH2:13][CH2:12][N:11]([CH2:14][C:15]([F:18])([F:17])[F:16])[CH2:10][CH2:9]1)(C)(C)C. (5) Given the product [N+:21]([C:16]1[CH:17]=[CH:18][CH:19]=[CH:20][C:15]=1[NH:14][C:10]1[N:9]=[C:8]([N:4]2[CH2:5][CH2:6][CH2:7][CH:2]([NH:1][S:27]([CH2:24][CH2:25][CH3:26])(=[O:29])=[O:28])[CH2:3]2)[CH:13]=[CH:12][N:11]=1)([O-:23])=[O:22], predict the reactants needed to synthesize it. The reactants are: [NH2:1][CH:2]1[CH2:7][CH2:6][CH2:5][N:4]([C:8]2[CH:13]=[CH:12][N:11]=[C:10]([NH:14][C:15]3[CH:20]=[CH:19][CH:18]=[CH:17][C:16]=3[N+:21]([O-:23])=[O:22])[N:9]=2)[CH2:3]1.[CH2:24]([S:27](Cl)(=[O:29])=[O:28])[CH2:25][CH3:26].C(N(CC)CC)C. (6) Given the product [Cl:28][C:29]1[CH:30]=[C:31](/[C:41](=[CH:45]\[CH:46]2[CH2:51][CH2:50][CH2:49][CH2:48][CH2:47]2)/[C:42]([NH:52][C:53]2[S:54][CH:55]=[CH:56][N:57]=2)=[O:43])[CH:32]=[CH:33][C:34]=1[N:35]1[C:39]([CH3:40])=[N:38][N:37]=[N:36]1, predict the reactants needed to synthesize it. The reactants are: C1(P(C2C=CC=CC=2)C2C=CC=CC=2)C=CC=CC=1.BrN1C(=O)CCC1=O.[Cl:28][C:29]1[CH:30]=[C:31](/[C:41](=[CH:45]\[CH:46]2[CH2:51][CH2:50][CH2:49][CH2:48][CH2:47]2)/[C:42](O)=[O:43])[CH:32]=[CH:33][C:34]=1[N:35]1[C:39]([CH3:40])=[N:38][N:37]=[N:36]1.[NH2:52][C:53]1[S:54][CH:55]=[CH:56][N:57]=1. (7) Given the product [CH2:10]([O:17][CH2:18][C@@H:19]([F:7])[CH2:20][O:21][C@H:22]1[C@H:27]([C:28]2[CH:33]=[CH:32][C:31]([O:34][CH3:35])=[CH:30][CH:29]=2)[C@@H:26]([O:36][CH2:37][C:38]2[CH:39]=[CH:40][C:41]3[O:46][CH2:45][CH2:44][N:43]([CH2:47][CH2:48][CH2:49][O:50][CH3:51])[C:42]=3[CH:52]=2)[CH2:25][N:24]([C:53]([O:55][CH2:56][C:57]2[CH:62]=[CH:61][CH:60]=[CH:59][CH:58]=2)=[O:54])[CH2:23]1)[C:11]1[CH:16]=[CH:15][CH:14]=[CH:13][CH:12]=1, predict the reactants needed to synthesize it. The reactants are: C(N(S(F)(F)[F:7])CC)C.[CH2:10]([O:17][CH2:18][C@H:19](O)[CH2:20][O:21][C@H:22]1[C@H:27]([C:28]2[CH:33]=[CH:32][C:31]([O:34][CH3:35])=[CH:30][CH:29]=2)[C@@H:26]([O:36][CH2:37][C:38]2[CH:39]=[CH:40][C:41]3[O:46][CH2:45][CH2:44][N:43]([CH2:47][CH2:48][CH2:49][O:50][CH3:51])[C:42]=3[CH:52]=2)[CH2:25][N:24]([C:53]([O:55][CH2:56][C:57]2[CH:62]=[CH:61][CH:60]=[CH:59][CH:58]=2)=[O:54])[CH2:23]1)[C:11]1[CH:16]=[CH:15][CH:14]=[CH:13][CH:12]=1.C(=O)(O)[O-].[Na+].